Dataset: Forward reaction prediction with 1.9M reactions from USPTO patents (1976-2016). Task: Predict the product of the given reaction. (1) Given the reactants C[O:2][C:3]([C:5]1[CH:14]=[C:13]2[C:8]([C@@H:9]([NH:15][C:16]([O:18][CH2:19][C:20]3[CH:25]=[CH:24][CH:23]=[CH:22][CH:21]=3)=[O:17])[CH2:10][CH2:11][S:12]2)=[CH:7][CH:6]=1)=[O:4].C(=O)([O-])[O-].[K+].[K+], predict the reaction product. The product is: [CH2:19]([O:18][C:16]([NH:15][C@@H:9]1[C:8]2[C:13](=[CH:14][C:5]([C:3]([OH:4])=[O:2])=[CH:6][CH:7]=2)[S:12][CH2:11][CH2:10]1)=[O:17])[C:20]1[CH:25]=[CH:24][CH:23]=[CH:22][CH:21]=1. (2) Given the reactants C([N-]C(C)C)(C)C.[Li+].CCCCCCC.C1COCC1.[CH2:21]([C:23]1[CH:28]=CC=C[CH:24]=1)[CH3:22].[Cl:29][C:30]1[CH:31]=[CH:32][C:33]([I:37])=[C:34]([CH:36]=1)[NH2:35].BrCC=C(C)C, predict the reaction product. The product is: [Cl:29][C:30]1[CH:31]=[CH:32][C:33]([I:37])=[C:34]([NH:35][CH2:22][CH:21]=[C:23]([CH3:28])[CH3:24])[CH:36]=1. (3) The product is: [Cl:3][C:4]1[CH:5]=[C:6]([CH:16]=[C:17]([Cl:19])[CH:18]=1)[O:7][C:8]1[CH:15]=[CH:14][C:11]([CH2:12][Br:21])=[CH:10][CH:9]=1. Given the reactants [BH4-].[Na+].[Cl:3][C:4]1[CH:5]=[C:6]([CH:16]=[C:17]([Cl:19])[CH:18]=1)[O:7][C:8]1[CH:15]=[CH:14][C:11]([CH2:12]O)=[CH:10][CH:9]=1.C(Br)(Br)(Br)[Br:21].C1(P(C2C=CC=CC=2)C2C=CC=CC=2)C=CC=CC=1, predict the reaction product. (4) Given the reactants [F:1][C:2]1[CH:7]=[CH:6][CH:5]=[C:4]([F:8])[C:3]=1[N:9]1[C:14]2[N:15]=[C:16](S(C)=O)[N:17]=[C:18]([C:19]3[CH:20]=[C:21]([CH:32]=[CH:33][C:34]=3[CH3:35])[C:22]([NH:24][C:25]3[CH:30]=[CH:29][C:28]([F:31])=[CH:27][CH:26]=3)=[O:23])[C:13]=2[CH2:12][NH:11][C:10]1=[O:39].C(N(C(C)C)CC)(C)C.[CH3:49][N:50]([CH3:54])[CH2:51][CH2:52][NH2:53], predict the reaction product. The product is: [F:1][C:2]1[CH:7]=[CH:6][CH:5]=[C:4]([F:8])[C:3]=1[N:9]1[C:14]2[N:15]=[C:16]([NH:53][CH2:52][CH2:51][N:50]([CH3:54])[CH3:49])[N:17]=[C:18]([C:19]3[CH:20]=[C:21]([CH:32]=[CH:33][C:34]=3[CH3:35])[C:22]([NH:24][C:25]3[CH:30]=[CH:29][C:28]([F:31])=[CH:27][CH:26]=3)=[O:23])[C:13]=2[CH2:12][NH:11][C:10]1=[O:39]. (5) Given the reactants [Cl:1][C:2]1[C:3]([O:12][C:13]2[CH:18]=[C:17]([O:19][CH2:20][CH2:21][CH2:22][O:23][CH3:24])[CH:16]=[CH:15][C:14]=2/[CH:25]=[C:26](\[O:30][CH3:31])/[C:27](O)=[O:28])=[N:4][CH:5]=[C:6]([C:8]([F:11])([F:10])[F:9])[CH:7]=1.CC1C=CC=C([N+]([O-])=O)C=1C(OC(=O)C1C([N+]([O-])=O)=CC=CC=1C)=O.[CH2:57]([S:62]([NH2:65])(=[O:64])=[O:63])[CH2:58][CH2:59][CH2:60][CH3:61].[Cl-].[NH4+], predict the reaction product. The product is: [Cl:1][C:2]1[C:3]([O:12][C:13]2[CH:18]=[C:17]([O:19][CH2:20][CH2:21][CH2:22][O:23][CH3:24])[CH:16]=[CH:15][C:14]=2/[CH:25]=[C:26](\[O:30][CH3:31])/[C:27]([NH:65][S:62]([CH2:57][CH2:58][CH2:59][CH2:60][CH3:61])(=[O:64])=[O:63])=[O:28])=[N:4][CH:5]=[C:6]([C:8]([F:10])([F:9])[F:11])[CH:7]=1. (6) Given the reactants [CH3:1][S:2]([CH:5]1[CH2:10][CH2:9][C:8]([C:11]2[C:12]([O:22][C:23]3[CH:28]=[CH:27][C:26]([O:29][CH2:30][CH2:31][N:32]4[CH2:37][CH2:36][CH2:35][CH2:34][CH2:33]4)=[CH:25][CH:24]=3)=[C:13]3[C:18](=[CH:19][CH:20]=2)[CH:17]=[C:16]([OH:21])[CH:15]=[CH:14]3)=[CH:7][CH2:6]1)(=[O:4])=[O:3].[CH2:38](O)[C:39]1[CH:44]=[CH:43][CH:42]=[CH:41][CH:40]=1.C1(P(C2C=CC=CC=2)C2C=CC=CC=2)C=CC=CC=1.N(C(OC(C)C)=O)=NC(OC(C)C)=O, predict the reaction product. The product is: [CH2:38]([O:21][C:16]1[CH:17]=[C:18]2[C:13](=[CH:14][CH:15]=1)[C:12]([O:22][C:23]1[CH:28]=[CH:27][C:26]([O:29][CH2:30][CH2:31][N:32]3[CH2:37][CH2:36][CH2:35][CH2:34][CH2:33]3)=[CH:25][CH:24]=1)=[C:11]([C:8]1[CH2:9][CH2:10][CH:5]([S:2]([CH3:1])(=[O:4])=[O:3])[CH2:6][CH:7]=1)[CH:20]=[CH:19]2)[C:39]1[CH:44]=[CH:43][CH:42]=[CH:41][CH:40]=1. (7) Given the reactants C(O[C:6](=[O:34])[NH:7][C@H:8]([C:13](=[O:33])[NH:14][C@H:15]([B:20]1[O:28][C@H:27]2[C@:22]([CH3:32])([C@H:23]3[CH2:29][C@@H:25]([CH2:26]2)[C:24]3([CH3:31])[CH3:30])[O:21]1)[CH2:16][CH:17]([CH3:19])[CH3:18])[CH2:9][CH:10]([CH3:12])[CH3:11])(C)(C)C.[C:35]1([C:55]2[CH:60]=[CH:59][CH:58]=[CH:57][CH:56]=2)[CH:40]=[CH:39][CH:38]=[C:37]([NH:41][C@@H:42]([CH2:46][C:47]2[CH:52]=[CH:51][C:50]([O:53][CH3:54])=[CH:49][CH:48]=2)C(O)=O)[CH:36]=1, predict the reaction product. The product is: [CH3:18][CH:17]([CH3:19])[CH2:16][C@H:15]([NH:14][C:13](=[O:33])[C@@H:8]([NH:7][C:6](=[O:34])[C@@H:42]([NH:41][C:37]1[CH:36]=[C:35]([C:55]2[CH:60]=[CH:59][CH:58]=[CH:57][CH:56]=2)[CH:40]=[CH:39][CH:38]=1)[CH2:46][C:47]1[CH:48]=[CH:49][C:50]([O:53][CH3:54])=[CH:51][CH:52]=1)[CH2:9][CH:10]([CH3:12])[CH3:11])[B:20]1[O:28][C@H:27]2[C@:22]([CH3:32])([C@H:23]3[CH2:29][C@@H:25]([CH2:26]2)[C:24]3([CH3:30])[CH3:31])[O:21]1.